Task: Predict the reactants needed to synthesize the given product.. Dataset: Full USPTO retrosynthesis dataset with 1.9M reactions from patents (1976-2016) Given the product [NH2:8][C@@H:9]([CH2:41][C:42]1[CH:43]=[CH:44][CH:45]=[CH:46][CH:47]=1)[CH2:10][C@H:11]([OH:15])[C@@H:12]([NH:13][C:18](=[O:19])[O:20][CH2:21][C:22]1[CH:23]=[CH:24][CH:25]=[CH:26][CH:27]=1)[CH2:28][C:29]1[CH:30]=[CH:31][C:32]([C:35]2[CH:40]=[CH:39][N:38]=[CH:37][CH:36]=2)=[CH:33][CH:34]=1, predict the reactants needed to synthesize it. The reactants are: C(OC([NH:8][C@@H:9]([CH2:41][C:42]1[CH:47]=[CH:46][CH:45]=[CH:44][CH:43]=1)[CH2:10][C@@H:11]1[O:15]C(C)(C)[N:13]([C:18]([O:20][CH2:21][C:22]2[CH:27]=[CH:26][CH:25]=[CH:24][CH:23]=2)=[O:19])[C@H:12]1[CH2:28][C:29]1[CH:34]=[CH:33][C:32]([C:35]2[CH:40]=[CH:39][N:38]=[CH:37][CH:36]=2)=[CH:31][CH:30]=1)=O)(C)(C)C.CO.Cl.